From a dataset of Merck oncology drug combination screen with 23,052 pairs across 39 cell lines. Regression. Given two drug SMILES strings and cell line genomic features, predict the synergy score measuring deviation from expected non-interaction effect. Drug 1: N.N.O=C(O)C1(C(=O)O)CCC1.[Pt]. Drug 2: Cn1c(=O)n(-c2ccc(C(C)(C)C#N)cc2)c2c3cc(-c4cnc5ccccc5c4)ccc3ncc21. Cell line: SW837. Synergy scores: synergy=27.2.